Dataset: Peptide-MHC class I binding affinity with 185,985 pairs from IEDB/IMGT. Task: Regression. Given a peptide amino acid sequence and an MHC pseudo amino acid sequence, predict their binding affinity value. This is MHC class I binding data. (1) The peptide sequence is DTIESAKTK. The MHC is HLA-A11:01 with pseudo-sequence HLA-A11:01. The binding affinity (normalized) is 0.229. (2) The peptide sequence is GVLDKDLFT. The MHC is HLA-A68:02 with pseudo-sequence HLA-A68:02. The binding affinity (normalized) is 0. (3) The peptide sequence is VLYGPDTPI. The MHC is HLA-A02:02 with pseudo-sequence HLA-A02:02. The binding affinity (normalized) is 0.374. (4) The peptide sequence is IVTDFSVIK. The MHC is HLA-A03:01 with pseudo-sequence HLA-A03:01. The binding affinity (normalized) is 0.589. (5) The peptide sequence is LQRFSVAPM. The MHC is HLA-B27:05 with pseudo-sequence HLA-B27:05. The binding affinity (normalized) is 0.177.